Dataset: Reaction yield outcomes from USPTO patents with 853,638 reactions. Task: Predict the reaction yield, written as a fraction of the theoretical maximum amount of product (1.0 means a 100% yield; for example, 0.34 means a 34% yield). (1) The product is [CH2:20]([O:3][C:4]1[C:9](=[O:10])[CH:8]=[C:7]([CH:11]([OH:16])[C:12]([F:15])([F:13])[F:14])[N:6]([CH3:17])[C:5]=1[CH2:18][OH:19])[C:21]1[CH:26]=[CH:25][CH:24]=[CH:23][CH:22]=1. The catalyst is CO. The reactants are [OH-].[Na+].[OH:3][C:4]1[C:9](=[O:10])[CH:8]=[C:7]([CH:11]([OH:16])[C:12]([F:15])([F:14])[F:13])[N:6]([CH3:17])[C:5]=1[CH2:18][OH:19].[CH2:20](Br)[C:21]1[CH:26]=[CH:25][CH:24]=[CH:23][CH:22]=1. The yield is 0.760. (2) The reactants are [CH3:1][C:2]1[O:6][C:5]([C:7]([O:9][CH2:10][CH3:11])=[O:8])=[N:4][CH:3]=1.C1C(=O)N([Br:19])C(=O)C1.C(OOC(=O)C1C=CC=CC=1)(=O)C1C=CC=CC=1. The catalyst is C(Cl)(Cl)(Cl)Cl. The product is [Br:19][CH2:1][C:2]1[O:6][C:5]([C:7]([O:9][CH2:10][CH3:11])=[O:8])=[N:4][CH:3]=1. The yield is 0.623. (3) The reactants are [F:1][C:2]1[CH:3]=[C:4]2[C:9](=[CH:10][C:11]=1[CH3:12])[NH:8][C:7](=[O:13])[CH2:6][CH2:5]2.[H-].[Na+].Cl[CH2:17][CH2:18][CH2:19]I.[CH2:21]([CH:25]1[CH2:30][CH2:29][NH:28][CH2:27][CH2:26]1)[CH2:22][CH2:23][CH3:24].[Na+].[I-].C([O-])([O-])=O.[K+].[K+]. The catalyst is CN(C=O)C. The product is [CH2:21]([CH:25]1[CH2:30][CH2:29][N:28]([CH2:17][CH2:18][CH2:19][N:8]2[C:9]3[C:4](=[CH:3][C:2]([F:1])=[C:11]([CH3:12])[CH:10]=3)[CH2:5][CH2:6][C:7]2=[O:13])[CH2:27][CH2:26]1)[CH2:22][CH2:23][CH3:24]. The yield is 0.550.